Dataset: Forward reaction prediction with 1.9M reactions from USPTO patents (1976-2016). Task: Predict the product of the given reaction. (1) Given the reactants CS(C)=O.C(Cl)(C(Cl)=O)=O.[CH2:11]([O:18][C@@H:19]1[C@@H:27]([CH2:28][OH:29])[O:26][C@H:25]2[C@H:21]([N:22]=[C:23]([N:30]([CH2:38][CH:39]=[CH2:40])[C:31](=O)OC(C)(C)C)[S:24]2)[C@H:20]1[O:41][CH2:42][C:43]1[CH:48]=[CH:47][CH:46]=[CH:45][CH:44]=1)[C:12]1[CH:17]=[CH:16][CH:15]=[CH:14][CH:13]=1.C(N(CC)CC)C, predict the reaction product. The product is: [CH2:11]([O:18][C@@H:19]1[C@@H:27]([CH:28]=[O:29])[O:26][C@H:25]2[C@H:21]([N:22]=[C:23]([N:30]([CH3:31])[CH2:38][CH:39]=[CH2:40])[S:24]2)[C@H:20]1[O:41][CH2:42][C:43]1[CH:44]=[CH:45][CH:46]=[CH:47][CH:48]=1)[C:12]1[CH:13]=[CH:14][CH:15]=[CH:16][CH:17]=1. (2) Given the reactants C[C:2]1[NH:3][C:4]2[C:9]([CH:10]=1)=[C:8]([OH:11])[CH:7]=[CH:6][CH:5]=2.[C:12](=O)([O-])[O-].[K+].[K+].Br[CH2:19][C:20]([O:22][CH3:23])=[O:21].O, predict the reaction product. The product is: [CH3:23][O:22][C:20](=[O:21])[CH:19]([O:11][C:8]1[CH:7]=[CH:6][CH:5]=[C:4]2[C:9]=1[CH:10]=[CH:2][NH:3]2)[CH3:12]. (3) The product is: [Cl:38][C:39]1[CH:44]=[CH:43][C:42]([OH:45])=[C:41]([C:46]2[CH:50]=[CH:49][N:48]([C:13]([C:12]3[CH:16]=[CH:17][CH:18]=[C:10]([S:7]([N:4]4[CH2:3][CH2:2][O:1][CH2:6][CH2:5]4)(=[O:8])=[O:9])[CH:11]=3)=[O:15])[N:47]=2)[CH:40]=1. Given the reactants [O:1]1[CH2:6][CH2:5][N:4]([S:7]([C:10]2[CH:11]=[C:12]([CH:16]=[CH:17][CH:18]=2)[C:13]([OH:15])=O)(=[O:9])=[O:8])[CH2:3][CH2:2]1.N1(O)C2C=CC=CC=2N=N1.C(Cl)CCl.C(=O)(O)[O-].[Na+].[Cl:38][C:39]1[CH:44]=[CH:43][C:42]([OH:45])=[C:41]([C:46]2[CH:50]=[CH:49][NH:48][N:47]=2)[CH:40]=1, predict the reaction product. (4) Given the reactants [Cl:1][C:2]1[CH:9]=[C:8]([OH:10])[CH:7]=[CH:6][C:3]=1[C:4]#[N:5].[CH3:11][C:12]([C:14]1[CH:19]=[CH:18][C:17](F)=[CH:16][C:15]=1[Cl:21])=[O:13].C([O-])([O-])=O.[K+].[K+].O, predict the reaction product. The product is: [C:12]([C:14]1[CH:19]=[CH:18][C:17]([O:10][C:8]2[CH:7]=[CH:6][C:3]([C:4]#[N:5])=[C:2]([Cl:1])[CH:9]=2)=[CH:16][C:15]=1[Cl:21])(=[O:13])[CH3:11].